From a dataset of Peptide-MHC class I binding affinity with 185,985 pairs from IEDB/IMGT. Regression. Given a peptide amino acid sequence and an MHC pseudo amino acid sequence, predict their binding affinity value. This is MHC class I binding data. (1) The peptide sequence is APRTLVYLL. The MHC is HLA-B35:03 with pseudo-sequence HLA-B35:03. The binding affinity (normalized) is 0. (2) The peptide sequence is TTRAVNMEV. The MHC is HLA-A02:01 with pseudo-sequence HLA-A02:01. The binding affinity (normalized) is 0.0847.